Dataset: Forward reaction prediction with 1.9M reactions from USPTO patents (1976-2016). Task: Predict the product of the given reaction. (1) Given the reactants [NH2:1][C:2]1[CH:7]=[CH:6][CH:5]=[CH:4][CH:3]=1.[CH3:8][C:9]([CH3:14])=[CH:10][C:11](Cl)=[O:12], predict the reaction product. The product is: [CH3:8][C:9]1([CH3:14])[C:7]2[C:2](=[CH:3][CH:4]=[CH:5][CH:6]=2)[NH:1][C:11](=[O:12])[CH2:10]1. (2) Given the reactants Br[C:2]1[CH:3]=[CH:4][C:5]([O:13][CH3:14])=[C:6]([CH2:8][CH2:9][N:10]([CH3:12])[CH3:11])[CH:7]=1.[Li]CCCC.C(O[B:24]1[O:28][C:27]([CH3:30])([CH3:29])[C:26]([CH3:32])([CH3:31])[O:25]1)(C)C, predict the reaction product. The product is: [CH3:14][O:13][C:5]1[CH:4]=[CH:3][C:2]([B:24]2[O:28][C:27]([CH3:30])([CH3:29])[C:26]([CH3:32])([CH3:31])[O:25]2)=[CH:7][C:6]=1[CH2:8][CH2:9][N:10]([CH3:12])[CH3:11]. (3) Given the reactants [Cl:1][C:2]1[CH:3]=[N:4][C:5]2[N:6]([N:8]=[C:9]([C:11]([OH:13])=O)[CH:10]=2)[CH:7]=1.[F:14][C:15]1[CH:20]=[CH:19][C:18]([C:21]2[CH2:22][CH:23]([CH3:27])[NH:24][CH2:25][CH:26]=2)=[CH:17][CH:16]=1, predict the reaction product. The product is: [Cl:1][C:2]1[CH:3]=[N:4][C:5]2[N:6]([N:8]=[C:9]([C:11]([N:24]3[CH2:25][CH:26]=[C:21]([C:18]4[CH:17]=[CH:16][C:15]([F:14])=[CH:20][CH:19]=4)[CH2:22][CH:23]3[CH3:27])=[O:13])[CH:10]=2)[CH:7]=1. (4) Given the reactants C(N(CC)CC)C.[Cl:8][C:9]1[C:14]([N+:15]([O-:17])=[O:16])=[C:13](Cl)[CH:12]=[C:11]([CH3:19])[N:10]=1.[N:20]1[CH:25]=[CH:24][CH:23]=[C:22]([CH2:26][CH2:27][CH2:28][O:29][CH2:30][CH2:31][NH2:32])[CH:21]=1, predict the reaction product. The product is: [Cl:8][C:9]1[C:14]([N+:15]([O-:17])=[O:16])=[C:13]([NH:32][CH2:31][CH2:30][O:29][CH2:28][CH2:27][CH2:26][C:22]2[CH:21]=[N:20][CH:25]=[CH:24][CH:23]=2)[CH:12]=[C:11]([CH3:19])[N:10]=1. (5) Given the reactants Cl.[O:2]([CH2:9][C:10](=[NH:12])[NH2:11])[C:3]1[CH:8]=[CH:7][CH:6]=[CH:5][CH:4]=1.[OH-].[Na+].Br[CH:16]([CH3:33])[C:17]([C:19]1[CH:24]=[CH:23][C:22]([O:25][C:26]2[CH:31]=[CH:30][C:29]([F:32])=[CH:28][CH:27]=2)=[CH:21][CH:20]=1)=O.O, predict the reaction product. The product is: [F:32][C:29]1[CH:30]=[CH:31][C:26]([O:25][C:22]2[CH:23]=[CH:24][C:19]([C:17]3[N:12]=[C:10]([CH2:9][O:2][C:3]4[CH:8]=[CH:7][CH:6]=[CH:5][CH:4]=4)[NH:11][C:16]=3[CH3:33])=[CH:20][CH:21]=2)=[CH:27][CH:28]=1. (6) Given the reactants [C:1]([NH:4][C:5]1[C:13]([Cl:14])=[CH:12][C:8]([C:9]([OH:11])=O)=[C:7]([O:15][CH3:16])[CH:6]=1)(=[O:3])[CH3:2].C(N(CC)CC)C.C(Cl)(=O)OCC.[C:30]([N:33]1[CH2:37][C@@H:36]([NH2:38])[CH2:35][C@H:34]1[CH2:39][OH:40])(=[O:32])[CH3:31], predict the reaction product. The product is: [C:1]([NH:4][C:5]1[C:13]([Cl:14])=[CH:12][C:8]([C:9]([NH:38][C@@H:36]2[CH2:37][N:33]([C:30](=[O:32])[CH3:31])[C@H:34]([CH2:39][OH:40])[CH2:35]2)=[O:11])=[C:7]([O:15][CH3:16])[CH:6]=1)(=[O:3])[CH3:2]. (7) Given the reactants [N:1]1[CH:6]=[CH:5][CH:4]=[CH:3][C:2]=1[O:7][CH2:8][CH2:9][O:10][C:11]1[CH:17]=[CH:16][C:14]([NH2:15])=[CH:13][CH:12]=1.F[C:19]1[CH:27]=[CH:26][C:22]([C:23]([OH:25])=[O:24])=[CH:21][C:20]=1[N+:28]([O-:30])=[O:29], predict the reaction product. The product is: [N+:28]([C:20]1[CH:21]=[C:22]([CH:26]=[CH:27][C:19]=1[NH:15][C:14]1[CH:13]=[CH:12][C:11]([O:10][CH2:9][CH2:8][O:7][C:2]2[CH:3]=[CH:4][CH:5]=[CH:6][N:1]=2)=[CH:17][CH:16]=1)[C:23]([OH:25])=[O:24])([O-:30])=[O:29]. (8) Given the reactants [OH:1][C:2]1([C:6]([OH:8])=[O:7])[CH2:5][NH:4][CH2:3]1.[CH3:9][C:10]([O:13][C:14](O[C:14]([O:13][C:10]([CH3:12])([CH3:11])[CH3:9])=[O:15])=[O:15])([CH3:12])[CH3:11].CO.ClCCl, predict the reaction product. The product is: [C:10]([O:13][C:14]([N:4]1[CH2:5][C:2]([OH:1])([C:6]([OH:8])=[O:7])[CH2:3]1)=[O:15])([CH3:12])([CH3:11])[CH3:9]. (9) Given the reactants [Al+3].[Cl-].[Cl-].[Cl-].[CH2:5]([C:8]1([CH:15]=[O:16])[CH2:13][CH:12]2[CH2:14][CH:9]1[CH:10]=[CH:11]2)[CH2:6][CH3:7], predict the reaction product. The product is: [CH2:5]([CH:8]1[CH2:13][CH:12]2[CH2:11][CH:10]([CH:9]=[CH:14]2)[C:15]1=[O:16])[CH2:6][CH3:7].